This data is from Reaction yield outcomes from USPTO patents with 853,638 reactions. The task is: Predict the reaction yield, written as a fraction of the theoretical maximum amount of product (1.0 means a 100% yield; for example, 0.34 means a 34% yield). (1) The catalyst is C1COCC1.O.C(O)(C)(C)C. The yield is 0.170. The reactants are [C:1]([O:5][C:6]([N:8]1[CH2:14][CH2:13][CH2:12][CH:11]([OH:15])[CH2:10][CH2:9]1)=[O:7])([CH3:4])([CH3:3])[CH3:2].C1OCCOCCOCCOCCOCCOC1.[K].Br[CH2:36][C:37]1[C:38]([C:45]2[C:50]([Cl:51])=[CH:49][CH:48]=[CH:47][C:46]=2[Cl:52])=[N:39][O:40][C:41]=1[CH:42]1[CH2:44][CH2:43]1. The product is [C:1]([O:5][C:6]([N:8]1[CH2:14][CH2:13][CH2:12][CH:11]([O:15][CH2:36][C:37]2[C:38]([C:45]3[C:46]([Cl:52])=[CH:47][CH:48]=[CH:49][C:50]=3[Cl:51])=[N:39][O:40][C:41]=2[CH:42]2[CH2:44][CH2:43]2)[CH2:10][CH2:9]1)=[O:7])([CH3:4])([CH3:2])[CH3:3]. (2) The reactants are [O:1]1[C:5]2[CH:6]=[CH:7][C:8]([CH2:10][C:11]#N)=[CH:9][C:4]=2[O:3][CH2:2]1.Br[CH2:14][CH2:15]Cl.[OH-:17].[Na+].[OH2:19]. The catalyst is [Cl-].C([N+](CC)(CC)CC)C1C=CC=CC=1. The product is [O:1]1[C:5]2[CH:6]=[CH:7][C:8]([C:10]3([C:11]([OH:19])=[O:17])[CH2:15][CH2:14]3)=[CH:9][C:4]=2[O:3][CH2:2]1. The yield is 0.800.